Regression. Given two drug SMILES strings and cell line genomic features, predict the synergy score measuring deviation from expected non-interaction effect. From a dataset of NCI-60 drug combinations with 297,098 pairs across 59 cell lines. (1) Drug 1: CN(CC1=CN=C2C(=N1)C(=NC(=N2)N)N)C3=CC=C(C=C3)C(=O)NC(CCC(=O)O)C(=O)O. Drug 2: COCCOC1=C(C=C2C(=C1)C(=NC=N2)NC3=CC=CC(=C3)C#C)OCCOC.Cl. Cell line: MDA-MB-435. Synergy scores: CSS=37.0, Synergy_ZIP=2.19, Synergy_Bliss=-0.750, Synergy_Loewe=-19.7, Synergy_HSA=-2.42. (2) Drug 1: CCC1=CC2CC(C3=C(CN(C2)C1)C4=CC=CC=C4N3)(C5=C(C=C6C(=C5)C78CCN9C7C(C=CC9)(C(C(C8N6C)(C(=O)OC)O)OC(=O)C)CC)OC)C(=O)OC.C(C(C(=O)O)O)(C(=O)O)O. Synergy scores: CSS=56.4, Synergy_ZIP=10.2, Synergy_Bliss=11.0, Synergy_Loewe=-42.5, Synergy_HSA=9.32. Drug 2: C1=CC=C(C(=C1)C(C2=CC=C(C=C2)Cl)C(Cl)Cl)Cl. Cell line: SK-MEL-2. (3) Drug 1: CC1=C2C(C(=O)C3(C(CC4C(C3C(C(C2(C)C)(CC1OC(=O)C(C(C5=CC=CC=C5)NC(=O)OC(C)(C)C)O)O)OC(=O)C6=CC=CC=C6)(CO4)OC(=O)C)OC)C)OC. Drug 2: CS(=O)(=O)C1=CC(=C(C=C1)C(=O)NC2=CC(=C(C=C2)Cl)C3=CC=CC=N3)Cl. Cell line: UACC-257. Synergy scores: CSS=23.8, Synergy_ZIP=2.50, Synergy_Bliss=2.51, Synergy_Loewe=-6.72, Synergy_HSA=1.29.